Dataset: Forward reaction prediction with 1.9M reactions from USPTO patents (1976-2016). Task: Predict the product of the given reaction. (1) Given the reactants [N:1]1([C:10]([O:12][C:13]([CH3:16])([CH3:15])[CH3:14])=[O:11])[CH2:5][CH2:4][CH2:3][CH:2]1[C:6]([O:8][CH3:9])=[O:7].[Li+].C[Si]([N-][Si](C)(C)C)(C)C.[Br:27][C:28]1[CH:29]=[C:30]([CH:33]=[C:34]([Br:36])[CH:35]=1)[CH2:31]Br, predict the reaction product. The product is: [Br:27][C:28]1[CH:29]=[C:30]([CH:33]=[C:34]([Br:36])[CH:35]=1)[CH2:31][C:2]1([C:6]([O:8][CH3:9])=[O:7])[CH2:3][CH2:4][CH2:5][N:1]1[C:10]([O:12][C:13]([CH3:16])([CH3:15])[CH3:14])=[O:11]. (2) Given the reactants Cl[C:2]1[C:11]([CH3:12])=[C:10]([Cl:13])[C:9]2[C:4](=[CH:5][C:6]([F:15])=[CH:7][C:8]=2[F:14])[N:3]=1.[CH3:16][N:17]1[C:25]2[C:20](=[C:21](B(O)O)[CH:22]=[CH:23][CH:24]=2)[CH:19]=[N:18]1.C(=O)([O-])[O-].[K+].[K+], predict the reaction product. The product is: [Cl:13][C:10]1[C:9]2[C:4](=[CH:5][C:6]([F:15])=[CH:7][C:8]=2[F:14])[N:3]=[C:2]([C:21]2[CH:22]=[CH:23][CH:24]=[C:25]3[C:20]=2[CH:19]=[N:18][N:17]3[CH3:16])[C:11]=1[CH3:12]. (3) Given the reactants [Cl:1][C:2]1[CH:7]=[C:6]([Cl:8])[CH:5]=[CH:4][C:3]=1[C:9]1[N:10]=[C:11]([NH2:14])[NH:12][CH:13]=1.[C:15]([C:19]1[CH:38]=[CH:37][C:22]([O:23][C:24]2[CH:25]=[C:26]3[C:31](=[CH:32][CH:33]=2)[CH:30]=[N:29][C:28]([C:34](O)=[O:35])=[CH:27]3)=[CH:21][CH:20]=1)([CH3:18])([CH3:17])[CH3:16], predict the reaction product. The product is: [Cl:1][C:2]1[CH:7]=[C:6]([Cl:8])[CH:5]=[CH:4][C:3]=1[C:9]1[N:10]=[C:11]([NH:14][C:34]([C:28]2[N:29]=[CH:30][C:31]3[C:26]([CH:27]=2)=[CH:25][C:24]([O:23][C:22]2[CH:37]=[CH:38][C:19]([C:15]([CH3:18])([CH3:17])[CH3:16])=[CH:20][CH:21]=2)=[CH:33][CH:32]=3)=[O:35])[NH:12][CH:13]=1. (4) Given the reactants [CH:1]([C:3]1[CH:4]=[CH:5][C:6]([N:9]([CH2:27][C:28]2[CH:33]=[CH:32][C:31]([O:34][C:35]([F:38])([F:37])[F:36])=[CH:30][CH:29]=2)[CH2:10][CH2:11][C:12]2[CH:26]=[CH:25][C:15]([O:16][C:17]([CH3:24])([CH3:23])[C:18]([O:20][CH2:21][CH3:22])=[O:19])=[CH:14][CH:13]=2)=[N:7][CH:8]=1)=[O:2].[BH4-].[Na+], predict the reaction product. The product is: [OH:2][CH2:1][C:3]1[CH:4]=[CH:5][C:6]([N:9]([CH2:27][C:28]2[CH:29]=[CH:30][C:31]([O:34][C:35]([F:38])([F:36])[F:37])=[CH:32][CH:33]=2)[CH2:10][CH2:11][C:12]2[CH:26]=[CH:25][C:15]([O:16][C:17]([CH3:23])([CH3:24])[C:18]([O:20][CH2:21][CH3:22])=[O:19])=[CH:14][CH:13]=2)=[N:7][CH:8]=1. (5) Given the reactants [NH2:1][C:2]1[CH:3]=[C:4]([CH2:9][CH2:10][CH2:11][CH2:12][C:13]([O:15][CH3:16])=[O:14])[CH:5]=[C:6]([F:8])[CH:7]=1.Cl[C:18]([O:20][CH2:21][CH3:22])=[O:19].CCN(C(C)C)C(C)C, predict the reaction product. The product is: [CH3:16][O:15][C:13](=[O:14])[CH2:12][CH2:11][CH2:10][CH2:9][C:4]1[CH:3]=[C:2]([NH:1][C:18]([O:20][CH2:21][CH3:22])=[O:19])[CH:7]=[C:6]([F:8])[CH:5]=1. (6) Given the reactants [CH3:1][N:2]([CH3:20])[C:3]([C:5]1[N:14]([CH:15]2[CH2:19][CH2:18][CH2:17][CH2:16]2)[C:8]2[N:9]=[C:10](Cl)[N:11]=[CH:12][C:7]=2[CH:6]=1)=[O:4].[C:21]([O:25][C:26]([N:28]1[CH2:33][CH2:32][N:31]([C:34]2[CH:35]=[N:36][C:37]([NH2:40])=[CH:38][CH:39]=2)[CH2:30][CH:29]1[CH3:41])=[O:27])([CH3:24])([CH3:23])[CH3:22], predict the reaction product. The product is: [C:21]([O:25][C:26]([N:28]1[CH2:33][CH2:32][N:31]([C:34]2[CH:35]=[N:36][C:37]([NH:40][C:10]3[N:11]=[CH:12][C:7]4[CH:6]=[C:5]([C:3](=[O:4])[N:2]([CH3:20])[CH3:1])[N:14]([CH:15]5[CH2:19][CH2:18][CH2:17][CH2:16]5)[C:8]=4[N:9]=3)=[CH:38][CH:39]=2)[CH2:30][CH:29]1[CH3:41])=[O:27])([CH3:24])([CH3:22])[CH3:23]. (7) Given the reactants Br[C:2]1[CH:7]=[CH:6][C:5]([F:8])=[CH:4][C:3]=1[OH:9].[S:10]1[CH:14]=[CH:13][CH:12]=[C:11]1B(O)O.C(=O)([O-])[O-].[Na+].[Na+], predict the reaction product. The product is: [S:10]1[CH:14]=[CH:13][CH:12]=[C:11]1[C:2]1[CH:7]=[CH:6][C:5]([F:8])=[CH:4][C:3]=1[OH:9]. (8) Given the reactants Cl.[F:2][C:3]1[CH:8]=[CH:7][C:6]([CH2:9][N:10]2[CH2:15][CH2:14][C:13]3([CH2:20][N:19]([C:21]([C:23]4[N:24]=[C:25]([CH:28]([CH3:30])[CH3:29])[S:26][CH:27]=4)=[O:22])[CH2:18][CH2:17][O:16]3)[CH2:12][CH2:11]2)=[CH:5][C:4]=1[CH:31]=[CH:32]OC.CC1CCCO1.Cl.[NH2:42][CH2:43][C@@H:44]([C:46]1[C:54]2[S:53][C:52](=[O:55])[NH:51][C:50]=2[C:49]([OH:56])=[CH:48][CH:47]=1)[OH:45].S([O-])([O-])(=O)=O.[Na+].[Na+].[H][H], predict the reaction product. The product is: [F:2][C:3]1[CH:8]=[CH:7][C:6]([CH2:9][N:10]2[CH2:11][CH2:12][C:13]3([O:16][CH2:17][CH2:18][N:19]([C:21]([C:23]4[N:24]=[C:25]([CH:28]([CH3:30])[CH3:29])[S:26][CH:27]=4)=[O:22])[CH2:20]3)[CH2:14][CH2:15]2)=[CH:5][C:4]=1[CH2:31][CH2:32][NH:42][CH2:43][C@@H:44]([C:46]1[C:54]2[S:53][C:52](=[O:55])[NH:51][C:50]=2[C:49]([OH:56])=[CH:48][CH:47]=1)[OH:45].